Dataset: Full USPTO retrosynthesis dataset with 1.9M reactions from patents (1976-2016). Task: Predict the reactants needed to synthesize the given product. (1) The reactants are: Cl.CN(C)CCCN=C=NCC.OC1C=CC=C[N+]=1[O-].[CH3:21][O:22][C:23]1[CH:24]=[C:25]2[C:30](=[CH:31][C:32]=1[O:33][CH3:34])[N:29]=[CH:28][CH:27]=[C:26]2[O:35][C:36]1[CH:41]=[CH:40][C:39]([CH2:42][C:43]([OH:45])=O)=[CH:38][CH:37]=1.[NH2:46][C:47]1[CH:51]=[CH:50][O:49][N:48]=1.C(N(C(C)C)CC)(C)C. Given the product [O:49]1[CH:50]=[CH:51][C:47]([NH:46][C:43](=[O:45])[CH2:42][C:39]2[CH:38]=[CH:37][C:36]([O:35][C:26]3[C:25]4[C:30](=[CH:31][C:32]([O:33][CH3:34])=[C:23]([O:22][CH3:21])[CH:24]=4)[N:29]=[CH:28][CH:27]=3)=[CH:41][CH:40]=2)=[N:48]1, predict the reactants needed to synthesize it. (2) Given the product [CH:1]1(/[C:4](=[N:13]/[S:11]([C:8]([CH3:10])([CH3:9])[CH3:7])=[O:12])/[CH3:5])[CH2:3][CH2:2]1, predict the reactants needed to synthesize it. The reactants are: [CH:1]1([C:4](=O)[CH3:5])[CH2:3][CH2:2]1.[CH3:7][C:8]([S:11]([NH2:13])=[O:12])([CH3:10])[CH3:9]. (3) Given the product [C:1]1([C@@H:7]([N:9]2[C:10]3[CH:11]=[C:12]([C:43]4[CH:42]=[CH:41][CH:40]=[C:23]5[C:24]=4[CH:25]=[CH:26][CH:21]=[N:22]5)[N:13]=[CH:14][C:15]=3[NH:16][C:50]2=[O:49])[CH3:8])[CH:6]=[CH:5][CH:4]=[CH:3][CH:2]=1, predict the reactants needed to synthesize it. The reactants are: [C:1]1([C@@H:7]([NH:9][C:10]2[C:15]([N+:16]([O-])=O)=[CH:14][N:13]=[C:12](Br)[CH:11]=2)[CH3:8])[CH:6]=[CH:5][CH:4]=[CH:3][CH:2]=1.Br[C:21]1[CH:26]=[C:25](Br)[C:24]([N+]([O-])=O)=[CH:23][N:22]=1.C(N(C(C)C)CC)(C)C.[C:40]1([C@@H](N)C)C=C[CH:43]=[CH:42][CH:41]=1.[O:49]1CCC[CH2:50]1. (4) Given the product [F:1][C:2]1[CH:3]=[C:4]([CH:9]2[C:18]3[NH:22][C:16](=[O:17])[NH:15][C:14](=[O:20])[C:13]=3[CH2:12][O:11][CH2:10]2)[CH:5]=[CH:6][C:7]=1[F:8], predict the reactants needed to synthesize it. The reactants are: [F:1][C:2]1[CH:3]=[C:4]([CH:9]2[C:18]3[O:17][C:16](=O)[NH:15][C:14](=[O:20])[C:13]=3[CH2:12][O:11][CH2:10]2)[CH:5]=[CH:6][C:7]=1[F:8].[OH-].[NH4+:22]. (5) The reactants are: [O:1]1[C:5]2([CH2:10][CH2:9][CH:8]([OH:11])[CH2:7][CH2:6]2)[O:4][CH2:3][CH2:2]1.I[CH2:13][CH2:14][CH3:15]. Given the product [CH2:13]([O:11][CH:8]1[CH2:9][CH2:10][C:5]2([O:4][CH2:3][CH2:2][O:1]2)[CH2:6][CH2:7]1)[CH2:14][CH3:15], predict the reactants needed to synthesize it. (6) Given the product [F:42][C:39]1[CH:40]=[CH:41][C:36]([O:35][C:30]2[CH:29]=[CH:28][C:27]([CH2:26][S:14][C:11]3[NH:12][CH:13]=[C:8]([CH2:7][C:5]4[CH:6]=[N:1][CH:2]=[N:3][CH:4]=4)[C:9](=[O:15])[N:10]=3)=[CH:34][C:31]=2[C:32]#[N:33])=[CH:37][C:38]=1[C:43]([F:44])([F:45])[F:46], predict the reactants needed to synthesize it. The reactants are: [N:1]1[CH:6]=[C:5]([CH2:7][C:8]2[C:9](=[O:15])[NH:10][C:11](=[S:14])[NH:12][CH:13]=2)[CH:4]=[N:3][CH:2]=1.CCN(C(C)C)C(C)C.Cl[CH2:26][C:27]1[CH:28]=[CH:29][C:30]([O:35][C:36]2[CH:41]=[CH:40][C:39]([F:42])=[C:38]([C:43]([F:46])([F:45])[F:44])[CH:37]=2)=[C:31]([CH:34]=1)[C:32]#[N:33]. (7) The reactants are: [NH2:1][C:2]1[C:7]([C:8]([OH:10])=O)=[CH:6][C:5]([Cl:11])=[N:4][CH:3]=1.[CH:12]([NH2:14])=O. Given the product [Cl:11][C:5]1[N:4]=[CH:3][C:2]2[N:1]=[CH:12][NH:14][C:8](=[O:10])[C:7]=2[CH:6]=1, predict the reactants needed to synthesize it.